From a dataset of Reaction yield outcomes from USPTO patents with 853,638 reactions. Predict the reaction yield, written as a fraction of the theoretical maximum amount of product (1.0 means a 100% yield; for example, 0.34 means a 34% yield). The product is [Cl:20][C:21]1[C:25]([S:26]([CH3:29])(=[O:27])=[O:28])=[CH:24][S:23][C:22]=1[C:30]([NH:19][CH2:18][C:12]1[CH2:13][C@@H:14]([N+:15]([O-:17])=[O:16])[C@H:9]([C:3]2[CH:4]=[CH:5][C:6]([Cl:8])=[CH:7][C:2]=2[Cl:1])[CH2:10][CH:11]=1)=[O:31]. The yield is 0.840. The catalyst is C(Cl)Cl. The reactants are [Cl:1][C:2]1[CH:7]=[C:6]([Cl:8])[CH:5]=[CH:4][C:3]=1[C@H:9]1[C@H:14]([N+:15]([O-:17])=[O:16])[CH2:13][C:12]([CH2:18][NH2:19])=[CH:11][CH2:10]1.[Cl:20][C:21]1[C:25]([S:26]([CH3:29])(=[O:28])=[O:27])=[CH:24][S:23][C:22]=1[C:30](Cl)=[O:31].C(N(C(C)C)CC)(C)C.